From a dataset of NCI-60 drug combinations with 297,098 pairs across 59 cell lines. Regression. Given two drug SMILES strings and cell line genomic features, predict the synergy score measuring deviation from expected non-interaction effect. (1) Drug 1: C1=CN(C(=O)N=C1N)C2C(C(C(O2)CO)O)O.Cl. Drug 2: CC(C)NC(=O)C1=CC=C(C=C1)CNNC.Cl. Cell line: HL-60(TB). Synergy scores: CSS=53.4, Synergy_ZIP=1.11, Synergy_Bliss=2.56, Synergy_Loewe=-42.7, Synergy_HSA=1.72. (2) Drug 2: B(C(CC(C)C)NC(=O)C(CC1=CC=CC=C1)NC(=O)C2=NC=CN=C2)(O)O. Synergy scores: CSS=27.4, Synergy_ZIP=0.518, Synergy_Bliss=0.895, Synergy_Loewe=-12.0, Synergy_HSA=0.745. Cell line: NCI-H522. Drug 1: CC1C(C(CC(O1)OC2CC(CC3=C2C(=C4C(=C3O)C(=O)C5=C(C4=O)C(=CC=C5)OC)O)(C(=O)CO)O)N)O.Cl. (3) Drug 1: C1=NC2=C(N1)C(=S)N=C(N2)N. Drug 2: C1=NC2=C(N=C(N=C2N1C3C(C(C(O3)CO)O)O)F)N. Cell line: COLO 205. Synergy scores: CSS=22.3, Synergy_ZIP=-9.31, Synergy_Bliss=-13.1, Synergy_Loewe=-16.2, Synergy_HSA=-11.4. (4) Drug 1: C1CN1C2=NC(=NC(=N2)N3CC3)N4CC4. Drug 2: C#CCC(CC1=CN=C2C(=N1)C(=NC(=N2)N)N)C3=CC=C(C=C3)C(=O)NC(CCC(=O)O)C(=O)O. Cell line: SNB-19. Synergy scores: CSS=33.7, Synergy_ZIP=6.73, Synergy_Bliss=0.492, Synergy_Loewe=-0.812, Synergy_HSA=-1.32. (5) Drug 1: CS(=O)(=O)C1=CC(=C(C=C1)C(=O)NC2=CC(=C(C=C2)Cl)C3=CC=CC=N3)Cl. Drug 2: CCN(CC)CCCC(C)NC1=C2C=C(C=CC2=NC3=C1C=CC(=C3)Cl)OC. Cell line: SK-MEL-28. Synergy scores: CSS=23.6, Synergy_ZIP=15.9, Synergy_Bliss=15.7, Synergy_Loewe=3.25, Synergy_HSA=9.17. (6) Drug 1: C1=CC(=CC=C1CCCC(=O)O)N(CCCl)CCCl. Drug 2: C1C(C(OC1N2C=NC(=NC2=O)N)CO)O. Cell line: MALME-3M. Synergy scores: CSS=13.8, Synergy_ZIP=-6.41, Synergy_Bliss=0.0159, Synergy_Loewe=-1.11, Synergy_HSA=0.753. (7) Drug 1: CNC(=O)C1=CC=CC=C1SC2=CC3=C(C=C2)C(=NN3)C=CC4=CC=CC=N4. Drug 2: CC1=C2C(C(=O)C3(C(CC4C(C3C(C(C2(C)C)(CC1OC(=O)C(C(C5=CC=CC=C5)NC(=O)C6=CC=CC=C6)O)O)OC(=O)C7=CC=CC=C7)(CO4)OC(=O)C)O)C)OC(=O)C. Cell line: IGROV1. Synergy scores: CSS=35.0, Synergy_ZIP=3.58, Synergy_Bliss=5.14, Synergy_Loewe=-21.2, Synergy_HSA=5.24.